This data is from Forward reaction prediction with 1.9M reactions from USPTO patents (1976-2016). The task is: Predict the product of the given reaction. (1) Given the reactants C(O)(C(F)(F)F)=O.C(OC([N:15]1[CH2:19][C@@H:18]([CH2:20][N:21]([CH:37]([CH3:39])[CH3:38])[C:22](=[O:36])[C:23]2[CH:28]=[CH:27][C:26]([CH3:29])=[C:25]([O:30][CH2:31][CH2:32][CH2:33][O:34][CH3:35])[CH:24]=2)[C@H:17]([CH2:40][C:41]2[CH:46]=[CH:45][CH:44]=[CH:43][CH:42]=2)[CH2:16]1)=O)(C)(C)C, predict the reaction product. The product is: [CH2:40]([C@@H:17]1[CH2:16][NH:15][CH2:19][C@H:18]1[CH2:20][N:21]([CH:37]([CH3:39])[CH3:38])[C:22](=[O:36])[C:23]1[CH:28]=[CH:27][C:26]([CH3:29])=[C:25]([O:30][CH2:31][CH2:32][CH2:33][O:34][CH3:35])[CH:24]=1)[C:41]1[CH:46]=[CH:45][CH:44]=[CH:43][CH:42]=1. (2) Given the reactants [OH:1][CH2:2][C:3]1[N:7]2[CH:8]=[C:9]([C:12]#[N:13])[CH:10]=[CH:11][C:6]2=[N:5][CH:4]=1.[H-].[Na+].CI.[C:18]([O-])([O-])=O.[Na+].[Na+], predict the reaction product. The product is: [CH3:18][O:1][CH2:2][C:3]1[N:7]2[CH:8]=[C:9]([C:12]#[N:13])[CH:10]=[CH:11][C:6]2=[N:5][CH:4]=1.